This data is from Catalyst prediction with 721,799 reactions and 888 catalyst types from USPTO. The task is: Predict which catalyst facilitates the given reaction. Reactant: [CH2:1]([N:3]1[C:11]2[C:6](=[N:7][CH:8]=[CH:9][CH:10]=2)[N:5]([C:12]2[CH:17]=[CH:16][C:15]([OH:18])=[CH:14][CH:13]=2)[C:4]1=[O:19])[CH3:2].CS([C:24]1[N:25](COCC[Si](C)(C)C)[C:26]2[C:27]([N:32]=1)=[N:28][CH:29]=[CH:30][CH:31]=2)(=O)=O.[H-].[Na+]. Product: [CH2:1]([N:3]1[C:11]2[C:6](=[N:7][CH:8]=[CH:9][CH:10]=2)[N:5]([C:12]2[CH:13]=[CH:14][C:15]([O:18][C:24]3[NH:32][C:27]4=[N:28][CH:29]=[CH:30][CH:31]=[C:26]4[N:25]=3)=[CH:16][CH:17]=2)[C:4]1=[O:19])[CH3:2]. The catalyst class is: 5.